This data is from Volume of distribution at steady state (VDss) regression data from Lombardo et al.. The task is: Regression/Classification. Given a drug SMILES string, predict its absorption, distribution, metabolism, or excretion properties. Task type varies by dataset: regression for continuous measurements (e.g., permeability, clearance, half-life) or binary classification for categorical outcomes (e.g., BBB penetration, CYP inhibition). For this dataset (vdss_lombardo), we predict log10(VDss) (log10 of volume of distribution in L/kg). (1) The compound is CC[NH+](CC)CC(=O)Nc1c(C)cccc1C. The log10(VDss) is 0.260. (2) The molecule is C[NH+]1CCC23c4c5ccc(O)c4OC2C(O)C=CC3C1C5. The log10(VDss) is 0.360. (3) The compound is [NH3+]C(Cc1ccc(N(CCCl)CCCl)cc1)C(=O)[O-]. The log10(VDss) is -0.320. (4) The molecule is C/C(=C\c1csc(C)n1)[C@@H]1C[C@H]2[C@@H](CCC[C@H](C)[C@H](O)[C@@H](C)C(=O)C(C)(C)[C@@H](O)CC(=O)O1)N2CCOC(=O)OCCSSC[C@H](NC(=O)[C@H](CC(=O)O)NC(=O)[C@H](CCCNC(=N)N)NC(=O)[C@H](CC(=O)O)NC(=O)CC[C@H](NC(=O)c1ccc(NCc2c[nH]c3nc(N)nc(=O)c-3n2)cc1)C(=O)O)C(=O)O. The log10(VDss) is -1.05. (5) The compound is CC1[NH2+]Cc2cc(-c3ccc4c(=O)c(C(=O)[O-])cn(C5CC5)c4c3OC(F)F)ccc21. The log10(VDss) is 0.